The task is: Predict the product of the given reaction.. This data is from Forward reaction prediction with 1.9M reactions from USPTO patents (1976-2016). (1) Given the reactants [I:1]N1C(=O)CCC1=O.[NH2:9][C:10]1[N:15]=[C:14]([C:16]2[N:20]([CH2:21][O:22][CH2:23][CH2:24][Si:25]([CH3:28])([CH3:27])[CH3:26])[C:19]([C:29]3[CH:34]=[C:33]([Cl:35])[CH:32]=[CH:31][C:30]=3[CH3:36])=[C:18]([C:37]([NH2:39])=[O:38])[CH:17]=2)[CH:13]=[CH:12][N:11]=1, predict the reaction product. The product is: [NH2:9][C:10]1[N:15]=[C:14]([C:16]2[N:20]([CH2:21][O:22][CH2:23][CH2:24][Si:25]([CH3:27])([CH3:26])[CH3:28])[C:19]([C:29]3[CH:34]=[C:33]([Cl:35])[CH:32]=[CH:31][C:30]=3[CH3:36])=[C:18]([C:37]([NH2:39])=[O:38])[CH:17]=2)[C:13]([I:1])=[CH:12][N:11]=1. (2) Given the reactants CC[N:3]=C=NCCCN(C)C.C1C=CC2N(O)N=NC=2C=1.[Cl:22][C:23]1[C:24](=[O:44])[N:25]2[C:29](=[C:30]([C:41](O)=[O:42])[C:31]=1[NH:32][C:33]1[CH:38]=[CH:37][C:36]([I:39])=[CH:35][C:34]=1[F:40])[CH2:28][CH2:27][CH2:26]2.[NH4+].[Cl-], predict the reaction product. The product is: [Cl:22][C:23]1[C:24](=[O:44])[N:25]2[C:29](=[C:30]([C:41]([NH2:3])=[O:42])[C:31]=1[NH:32][C:33]1[CH:38]=[CH:37][C:36]([I:39])=[CH:35][C:34]=1[F:40])[CH2:28][CH2:27][CH2:26]2. (3) Given the reactants [NH2:1][C:2]1[CH:6]=[CH:5][N:4]([C:7]2[CH:12]=[CH:11][C:10]([C:13]3[N:18]=[N:17][C:16]([N:19]([CH3:30])[CH:20]4[CH2:25][C:24]([CH3:27])([CH3:26])[NH:23][C:22]([CH3:29])([CH3:28])[CH2:21]4)=[CH:15][CH:14]=3)=[C:9]([O:31]C)[CH:8]=2)[N:3]=1.C([O-])([O-])=O.[K+].[K+].C1(S)C=CC=CC=1.Cl, predict the reaction product. The product is: [NH2:1][C:2]1[CH:6]=[CH:5][N:4]([C:7]2[CH:12]=[CH:11][C:10]([C:13]3[N:18]=[N:17][C:16]([N:19]([CH3:30])[CH:20]4[CH2:25][C:24]([CH3:26])([CH3:27])[NH:23][C:22]([CH3:29])([CH3:28])[CH2:21]4)=[CH:15][CH:14]=3)=[C:9]([OH:31])[CH:8]=2)[N:3]=1.